From a dataset of Tyrosyl-DNA phosphodiesterase HTS with 341,365 compounds. Binary Classification. Given a drug SMILES string, predict its activity (active/inactive) in a high-throughput screening assay against a specified biological target. The molecule is Clc1ccc(S(=O)(=O)NC(C(O)C)C(OCC(=O)Nc2c(OC)cc(Cl)c(c2)C)=O)cc1. The result is 0 (inactive).